Predict the reaction yield, written as a fraction of the theoretical maximum amount of product (1.0 means a 100% yield; for example, 0.34 means a 34% yield). From a dataset of Reaction yield outcomes from USPTO patents with 853,638 reactions. (1) The reactants are [Br:1][C:2]1[C:3]([C:8]([NH:10][OH:11])=[NH:9])=[N:4][CH:5]=[CH:6][CH:7]=1.[CH3:12][O:13][C:14]1[CH:22]=[C:18]([C:19](O)=O)[C:17]([OH:23])=[CH:16][CH:15]=1. No catalyst specified. The product is [Br:1][C:2]1[C:3]([C:8]2[N:9]=[C:19]([C:18]3[CH:22]=[C:14]([O:13][CH3:12])[CH:15]=[CH:16][C:17]=3[OH:23])[O:11][N:10]=2)=[N:4][CH:5]=[CH:6][CH:7]=1. The yield is 0.0600. (2) The reactants are C(N(CC)CC)C.[I:8][C:9]1[CH:15]=[CH:14][C:12]([NH2:13])=[CH:11][CH:10]=1.Br[CH2:17][CH2:18][CH2:19][CH2:20][C:21](Cl)=[O:22].CC(C)([O-])C.[K+].Cl. The catalyst is O1CCCC1.C(OCC)(=O)C. The product is [I:8][C:9]1[CH:15]=[CH:14][C:12]([N:13]2[CH2:17][CH2:18][CH2:19][CH2:20][C:21]2=[O:22])=[CH:11][CH:10]=1. The yield is 0.485. (3) The reactants are [CH2:1]([OH:22])[CH:2]([OH:21])[CH2:3][CH2:4][CH2:5][CH2:6][CH2:7][CH2:8][CH2:9][CH2:10][CH2:11][CH2:12][CH2:13][CH2:14][CH2:15][CH2:16][CH2:17][CH2:18][CH2:19][CH3:20].N1C=CN=C1.[CH3:28][C:29]([Si:32](Cl)([CH3:34])[CH3:33])([CH3:31])[CH3:30]. The catalyst is CN(C=O)C. The product is [Si:32]([O:22][CH2:1][CH:2]([OH:21])[CH2:3][CH2:4][CH2:5][CH2:6][CH2:7][CH2:8][CH2:9][CH2:10][CH2:11][CH2:12][CH2:13][CH2:14][CH2:15][CH2:16][CH2:17][CH2:18][CH2:19][CH3:20])([C:29]([CH3:31])([CH3:30])[CH3:28])([CH3:34])[CH3:33]. The yield is 0.540. (4) The reactants are [Cl:1][C:2]1[N:7]=[C:6]([N:8]2[CH2:13][CH2:12][O:11][CH2:10][C@H:9]2[CH3:14])[CH:5]=[C:4]([CH2:15]I)[N:3]=1.[CH3:17][S-:18].[Na+]. The catalyst is CN(C=O)C. The product is [Cl:1][C:2]1[N:7]=[C:6]([N:8]2[CH2:13][CH2:12][O:11][CH2:10][C@H:9]2[CH3:14])[CH:5]=[C:4]([CH2:15][S:18][CH3:17])[N:3]=1. The yield is 0.960.